Dataset: Forward reaction prediction with 1.9M reactions from USPTO patents (1976-2016). Task: Predict the product of the given reaction. (1) Given the reactants [C:1]([O:5][C:6]([N:8]1[CH2:12][CH:11]([N:13]([CH2:22][C:23]2[CH:28]=[CH:27][C:26]([F:29])=[CH:25][C:24]=2[F:30])[C:14]([O:16][CH2:17][C:18]([Cl:21])([Cl:20])[Cl:19])=[O:15])[CH2:10][CH:9]1[C:31]([OH:33])=O)=[O:7])([CH3:4])([CH3:3])[CH3:2].C1C=CC2N(O)N=NC=2C=1.[C:44]([C:46]1[CH:51]=[CH:50][CH:49]=[CH:48][C:47]=1[N:52]1[CH2:57][CH2:56][NH:55][CH2:54][CH2:53]1)#[N:45].CCN(CC)CC.CCN=C=NCCCN(C)C.Cl, predict the reaction product. The product is: [C:1]([O:5][C:6]([N:8]1[CH2:12][CH:11]([N:13]([CH2:22][C:23]2[CH:28]=[CH:27][C:26]([F:29])=[CH:25][C:24]=2[F:30])[C:14]([O:16][CH2:17][C:18]([Cl:20])([Cl:19])[Cl:21])=[O:15])[CH2:10][CH:9]1[C:31]([N:55]1[CH2:54][CH2:53][N:52]([C:47]2[CH:48]=[CH:49][CH:50]=[CH:51][C:46]=2[C:44]#[N:45])[CH2:57][CH2:56]1)=[O:33])=[O:7])([CH3:2])([CH3:3])[CH3:4]. (2) Given the reactants [Cl:1][C:2]1[CH:7]=[CH:6][C:5]([S:8][C:9]2[N:13]([CH3:14])[C:12](I)=[N:11][C:10]=2[C:16]2[CH:21]=[CH:20][C:19]([S:22]([CH3:25])(=[O:24])=[O:23])=[CH:18][CH:17]=2)=[CH:4][CH:3]=1.C[C:27]1[C:28](B(O)O)=[N:29][NH:30][CH:31]=1.[O-]P([O-])([O-])=O.[K+].[K+].[K+].O1CCOC[CH2:44]1, predict the reaction product. The product is: [Cl:1][C:2]1[CH:7]=[CH:6][C:5]([S:8][C:9]2[N:13]([CH3:14])[C:12]([C:27]3[CH:28]=[N:29][N:30]([CH3:44])[CH:31]=3)=[N:11][C:10]=2[C:16]2[CH:21]=[CH:20][C:19]([S:22]([CH3:25])(=[O:24])=[O:23])=[CH:18][CH:17]=2)=[CH:4][CH:3]=1. (3) Given the reactants [C:1]([O:5][C:6](=[O:12])[NH:7][CH2:8][CH:9]1[CH2:11][O:10]1)([CH3:4])([CH3:3])[CH3:2].[CH3:13][NH2:14].C1COCC1, predict the reaction product. The product is: [C:1]([O:5][C:6](=[O:12])[NH:7][CH2:8][CH:9]([OH:10])[CH2:11][NH:14][CH3:13])([CH3:4])([CH3:3])[CH3:2]. (4) Given the reactants [Cl:1][C:2]1[CH:7]=[C:6]([C:8]([F:11])([F:10])[F:9])[CH:5]=[C:4]([Cl:12])[C:3]=1[N:13]1[C:17]([O:18][CH2:19][CH3:20])=[C:16]([S:21][C:22]([F:25])([F:24])[F:23])[C:15]([C:26]#[N:27])=[N:14]1.S(=O)(=O)(O)[OH:29], predict the reaction product. The product is: [Cl:1][C:2]1[CH:7]=[C:6]([C:8]([F:11])([F:10])[F:9])[CH:5]=[C:4]([Cl:12])[C:3]=1[N:13]1[C:17]([O:18][CH2:19][CH3:20])=[C:16]([S:21][C:22]([F:25])([F:23])[F:24])[C:15]([C:26]([NH2:27])=[O:29])=[N:14]1. (5) Given the reactants N(OC(C)(C)C)=O.N[C:9]1[S:10][C:11]([CH3:18])=[C:12]([C:14]([O:16][CH3:17])=[O:15])[N:13]=1, predict the reaction product. The product is: [CH3:18][C:11]1[S:10][CH:9]=[N:13][C:12]=1[C:14]([O:16][CH3:17])=[O:15]. (6) Given the reactants [CH2:1]1[CH2:6][CH:5]([CH:7]([C:14]([OH:16])=[O:15])[C:8]2[CH:13]=[CH:12][CH:11]=[CH:10][CH:9]=2)[NH:4][CH2:3][CH2:2]1.[ClH:17].[CH3:18]O, predict the reaction product. The product is: [CH3:18][O:15][C:14]([C@@H:7]([C:8]1[CH:9]=[CH:10][CH:11]=[CH:12][CH:13]=1)[C@H:5]1[NH:4][CH2:3][CH2:2][CH2:1][CH2:6]1)=[O:16].[ClH:17]. (7) Given the reactants [N:1]1([C:7]2[C:8]3[N:9]([CH:15]=[C:16]([C:18]4[CH:23]=[CH:22][N:21]=[CH:20][CH:19]=4)[N:17]=3)[N:10]=[C:11]([NH:13][NH2:14])[CH:12]=2)[CH2:6][CH2:5][O:4][CH2:3][CH2:2]1.[CH3:24][C:25]1[CH:32]=[CH:31][C:28]([CH:29]=O)=[CH:27][CH:26]=1, predict the reaction product. The product is: [CH3:24][C:25]1[CH:32]=[CH:31][C:28]([CH:29]=[N:14][NH:13][C:11]2[CH:12]=[C:7]([N:1]3[CH2:2][CH2:3][O:4][CH2:5][CH2:6]3)[C:8]3[N:9]([CH:15]=[C:16]([C:18]4[CH:23]=[CH:22][N:21]=[CH:20][CH:19]=4)[N:17]=3)[N:10]=2)=[CH:27][CH:26]=1. (8) Given the reactants Br[C:2]1[C:3](=[O:10])[NH:4][C:5](=[O:9])[N:6]([CH3:8])[N:7]=1.[Cl:11][C:12]1[CH:24]=[CH:23][C:22]([Cl:25])=[CH:21][C:13]=1[O:14][CH:15]1[CH2:20][CH2:19][NH:18][CH2:17][CH2:16]1, predict the reaction product. The product is: [Cl:11][C:12]1[CH:24]=[CH:23][C:22]([Cl:25])=[CH:21][C:13]=1[O:14][CH:15]1[CH2:16][CH2:17][N:18]([C:2]2[C:3](=[O:10])[NH:4][C:5](=[O:9])[N:6]([CH3:8])[N:7]=2)[CH2:19][CH2:20]1.[Cl:11][C:12]1[CH:24]=[CH:23][CH:22]=[CH:21][C:13]=1[O:14][CH:15]1[CH2:20][CH2:19][NH:18][CH2:17][CH2:16]1. (9) Given the reactants [C:1]([CH2:4][CH:5]1[C:9]2[C:10]([C:16]([NH:18][C:19]3[C:24]([Cl:25])=[CH:23][N:22]=[CH:21][C:20]=3[Cl:26])=[O:17])=[CH:11][CH:12]=[C:13]([O:14][CH3:15])[C:8]=2[O:7][CH2:6]1)([OH:3])=O.[N:27]1[CH:32]=[CH:31][CH:30]=[C:29]([CH2:33][NH2:34])[CH:28]=1, predict the reaction product. The product is: [Cl:25][C:24]1[CH:23]=[N:22][CH:21]=[C:20]([Cl:26])[C:19]=1[NH:18][C:16]([C:10]1[C:9]2[CH:5]([CH2:4][C:1]([NH:34][CH2:33][C:29]3[CH:28]=[N:27][CH:32]=[CH:31][CH:30]=3)=[O:3])[CH2:6][O:7][C:8]=2[C:13]([O:14][CH3:15])=[CH:12][CH:11]=1)=[O:17].